This data is from Reaction yield outcomes from USPTO patents with 853,638 reactions. The task is: Predict the reaction yield, written as a fraction of the theoretical maximum amount of product (1.0 means a 100% yield; for example, 0.34 means a 34% yield). (1) The reactants are [CH3:1][C:2]1[CH2:7][CH2:6][CH2:5][C:4]([CH3:9])([CH3:8])[C:3]=1[CH2:10][CH2:11][CH2:12][CH2:13][CH2:14][CH2:15][CH2:16][CH2:17][C:18]([O:20]CC)=[O:19].[OH-].[K+].O. The catalyst is C(O)C. The product is [CH3:1][C:2]1[CH2:7][CH2:6][CH2:5][C:4]([CH3:8])([CH3:9])[C:3]=1[CH2:10][CH2:11][CH2:12][CH2:13][CH2:14][CH2:15][CH2:16][CH2:17][C:18]([OH:20])=[O:19]. The yield is 0.920. (2) The reactants are [NH:1]1[CH2:6][CH2:5][CH:4]([CH2:7][N:8]2[C:16]3[C:11](=[CH:12][CH:13]=[CH:14][CH:15]=3)[C:10]3([CH2:20][O:19][C:18]4[CH:21]=[C:22]5[C:26](=[CH:27][C:17]3=4)[CH2:25][CH2:24][O:23]5)[C:9]2=[O:28])[CH2:3][CH2:2]1.[CH:29](=O)[CH3:30].C(O[BH-](OC(=O)C)OC(=O)C)(=O)C.[Na+]. The catalyst is ClCCCl.C(=O)(O)[O-].[Na+]. The product is [CH2:29]([N:1]1[CH2:6][CH2:5][CH:4]([CH2:7][N:8]2[C:16]3[C:11](=[CH:12][CH:13]=[CH:14][CH:15]=3)[C:10]3([CH2:20][O:19][C:18]4[CH:21]=[C:22]5[C:26](=[CH:27][C:17]3=4)[CH2:25][CH2:24][O:23]5)[C:9]2=[O:28])[CH2:3][CH2:2]1)[CH3:30]. The yield is 0.800. (3) The reactants are [NH2:1][CH:2]([C:4]1[N:9]([C:10]2[CH:15]=[CH:14][CH:13]=[CH:12][CH:11]=2)[C:8](=[O:16])[N:7]2[C:17]([Cl:20])=[CH:18][N:19]=[C:6]2[CH:5]=1)[CH3:3].CCN(C(C)C)C(C)C.Cl[C:31]1[N:39]=[CH:38][N:37]=[C:36]2[C:32]=1[N:33]=[CH:34][NH:35]2. The catalyst is CCCCO. The product is [N:39]1[C:31]([NH:1][CH:2]([C:4]2[N:9]([C:10]3[CH:15]=[CH:14][CH:13]=[CH:12][CH:11]=3)[C:8](=[O:16])[N:7]3[C:17]([Cl:20])=[CH:18][N:19]=[C:6]3[CH:5]=2)[CH3:3])=[C:32]2[C:36]([NH:35][CH:34]=[N:33]2)=[N:37][CH:38]=1. The yield is 0.0900. (4) The reactants are [OH-].[Na+].C[O:4][C:5](=[O:32])[CH2:6][CH2:7][C@H:8]([C@@H:10]1[C@:27]2([CH3:28])[C@H:13]([C@H:14]3[C@H:24]([CH2:25][C@@H:26]2[OH:29])[C@:22]2([CH3:23])[C@@H:17]([CH2:18][C@@H:19]([NH2:30])[CH2:20][CH2:21]2)[CH2:16][C@H:15]3[OH:31])[CH2:12][CH2:11]1)[CH3:9]. The catalyst is CO. The product is [NH2:30][C@H:19]1[CH2:20][CH2:21][C@@:22]2([CH3:23])[C@H:17]([CH2:16][C@@H:15]([OH:31])[C@@H:14]3[C@@H:24]2[CH2:25][C@H:26]([OH:29])[C@@:27]2([CH3:28])[C@H:13]3[CH2:12][CH2:11][C@@H:10]2[C@H:8]([CH3:9])[CH2:7][CH2:6][C:5]([OH:32])=[O:4])[CH2:18]1. The yield is 0.800. (5) The reactants are Cl.[F:2][C:3]1[C:8]([F:9])=[CH:7][C:6]([O:10][CH3:11])=[C:5]([N+:12]([O-])=O)[C:4]=1[NH:15][C:16]1[CH:21]=[CH:20][C:19]([I:22])=[CH:18][C:17]=1[F:23].C(OCC)(=O)C. The catalyst is C1COCC1.CCCCCC.[Zn]. The product is [F:2][C:3]1[C:8]([F:9])=[CH:7][C:6]([O:10][CH3:11])=[C:5]([NH2:12])[C:4]=1[NH:15][C:16]1[CH:21]=[CH:20][C:19]([I:22])=[CH:18][C:17]=1[F:23]. The yield is 0.850.